Dataset: Reaction yield outcomes from USPTO patents with 853,638 reactions. Task: Predict the reaction yield, written as a fraction of the theoretical maximum amount of product (1.0 means a 100% yield; for example, 0.34 means a 34% yield). The reactants are [F:1][C:2]([F:15])([F:14])[S:3]([O:6]S(C(F)(F)F)(=O)=O)(=[O:5])=[O:4].O[C:17]1[CH:22]=[CH:21][C:20]([CH2:23][CH:24]([C:31]2[CH:36]=[CH:35][CH:34]=[CH:33][CH:32]=2)[CH2:25][C:26]([O:28][CH2:29][CH3:30])=[O:27])=[CH:19][CH:18]=1.N1C(C)=CC=CC=1C. The catalyst is C(Cl)Cl.CCOCC. The product is [C:31]1([CH:24]([CH2:23][C:20]2[CH:21]=[CH:22][C:17]([O:6][S:3]([C:2]([F:15])([F:14])[F:1])(=[O:5])=[O:4])=[CH:18][CH:19]=2)[CH2:25][C:26]([O:28][CH2:29][CH3:30])=[O:27])[CH:32]=[CH:33][CH:34]=[CH:35][CH:36]=1. The yield is 0.970.